Dataset: Full USPTO retrosynthesis dataset with 1.9M reactions from patents (1976-2016). Task: Predict the reactants needed to synthesize the given product. (1) Given the product [Cl:1][C:2]1[CH:3]=[CH:4][C:5]([C@@H:8]([NH:13][C:14]2[CH:15]=[CH:16][C:17]([F:38])=[C:18]([C@:20]3([CH:35]([F:36])[F:37])[C@@H:26]4[C@@H:24]([CH2:25]4)[O:23][C:22]([NH2:27])=[N:21]3)[CH:19]=2)[C:9]([F:10])([F:11])[F:12])=[N:6][CH:7]=1.[Cl:1][C:2]1[CH:3]=[CH:4][C:5]([C@H:8]([NH:13][C:14]2[CH:15]=[CH:16][C:17]([F:38])=[C:18]([C@:20]3([CH:35]([F:36])[F:37])[C@@H:26]4[C@@H:24]([CH2:25]4)[O:23][C:22]([NH2:27])=[N:21]3)[CH:19]=2)[C:9]([F:10])([F:11])[F:12])=[N:6][CH:7]=1, predict the reactants needed to synthesize it. The reactants are: [Cl:1][C:2]1[CH:3]=[CH:4][C:5]([C@H:8]([NH:13][C:14]2[CH:15]=[CH:16][C:17]([F:38])=[C:18]([C@:20]3([CH:35]([F:37])[F:36])[C@@H:26]4[C@@H:24]([CH2:25]4)[O:23][C:22]([NH:27]C(=O)OC(C)(C)C)=[N:21]3)[CH:19]=2)[C:9]([F:12])([F:11])[F:10])=[N:6][CH:7]=1.FC(F)(F)C(O)=O. (2) Given the product [CH:32]1([CH2:31][O:30][C:22]2[CH:23]=[CH:24][C:25]([CH:27]([F:29])[F:28])=[CH:26][C:21]=2[C:20]2[C:15]3[NH:14][C:13]([CH3:35])=[C:12]([C:10]([NH:9][C@H:6]4[CH2:7][CH2:8][C@H:3]([NH:2][C:37](=[O:40])[CH2:38][CH3:39])[CH2:4][C@@H:5]4[CH3:36])=[O:11])[C:16]=3[N:17]=[CH:18][N:19]=2)[CH2:34][CH2:33]1, predict the reactants needed to synthesize it. The reactants are: Cl.[NH2:2][C@H:3]1[CH2:8][CH2:7][C@H:6]([NH:9][C:10]([C:12]2[C:16]3[N:17]=[CH:18][N:19]=[C:20]([C:21]4[CH:26]=[C:25]([CH:27]([F:29])[F:28])[CH:24]=[CH:23][C:22]=4[O:30][CH2:31][CH:32]4[CH2:34][CH2:33]4)[C:15]=3[NH:14][C:13]=2[CH3:35])=[O:11])[C@@H:5]([CH3:36])[CH2:4]1.[C:37](Cl)(=[O:40])[CH2:38][CH3:39]. (3) Given the product [Br:1][C:2]1[CH:3]=[CH:4][C:5]([CH2:8][C:9]2[C:13]([CH3:14])=[N:17][NH:18][C:10]=2[CH3:11])=[CH:6][N:7]=1, predict the reactants needed to synthesize it. The reactants are: [Br:1][C:2]1[N:7]=[CH:6][C:5]([CH2:8][CH:9]([C:13](=O)[CH3:14])[C:10](=O)[CH3:11])=[CH:4][CH:3]=1.O.[NH2:17][NH2:18].